Dataset: Forward reaction prediction with 1.9M reactions from USPTO patents (1976-2016). Task: Predict the product of the given reaction. (1) Given the reactants [CH2:1]([O:12][CH2:13][CH2:14][O:15][CH2:16][CH2:17][O:18][CH2:19][CH2:20][O:21][C:22]1[CH:36]=[CH:35][C:25]([O:26][CH2:27][C:28]([O:30][C:31]([CH3:34])([CH3:33])[CH3:32])=[O:29])=[CH:24][CH:23]=1)[CH2:2][CH2:3][CH2:4][CH2:5][CH2:6][CH2:7][CH2:8][CH2:9][CH:10]=[CH2:11].[C:37]([OH:40])(=[S:39])[CH3:38], predict the reaction product. The product is: [O:40]=[C:37]([CH3:38])[S:39][CH2:11][CH2:10][CH2:9][CH2:8][CH2:7][CH2:6][CH2:5][CH2:4][CH2:3][CH2:2][CH2:1][O:12][CH2:13][CH2:14][O:15][CH2:16][CH2:17][O:18][CH2:19][CH2:20][O:21][C:22]1[CH:36]=[CH:35][C:25]([O:26][CH2:27][C:28]([O:30][C:31]([CH3:32])([CH3:34])[CH3:33])=[O:29])=[CH:24][CH:23]=1. (2) The product is: [CH2:15]([S:12]([C:11]1[N:7]([C:1]2[CH:2]=[CH:3][CH:4]=[CH:5][CH:6]=2)[N:8]=[N:9][N:10]=1)(=[O:20])=[O:13])[CH3:16]. Given the reactants [C:1]1([N:7]2[C:11]([SH:12])=[N:10][N:9]=[N:8]2)[CH:6]=[CH:5][CH:4]=[CH:3][CH:2]=1.[OH-:13].[K+].[CH2:15](I)[CH3:16].C([OH:20])C, predict the reaction product. (3) Given the reactants [OH:1][CH:2]1[CH:18]2[CH:9]([CH2:10][CH2:11][C:12]3[C:17]2([CH3:19])[CH2:16][CH2:15][C:14](=[O:20])[CH:13]=3)[CH:8]2[C:4]([CH3:22])([C:5](=O)[CH2:6][CH2:7]2)[CH2:3]1.N1C=CC=CC=1.Cl.[NH2:30][OH:31], predict the reaction product. The product is: [OH:1][C@@H:2]1[C@H:18]2[C@@H:9]([CH2:10][CH2:11][C:12]3[C@:17]2([CH3:19])[CH2:16][CH2:15][C:14](=[O:20])[CH:13]=3)[C@H:8]2[C@@:4]([CH3:22])(/[C:5](=[N:30]\[OH:31])/[CH2:6][CH2:7]2)[CH2:3]1. (4) Given the reactants [H-].[Na+].[C:3]1([C:9]2[NH:10][CH:11]=[CH:12][N:13]=2)[CH:8]=[CH:7][CH:6]=[CH:5][CH:4]=1.[CH3:14][O:15][C:16](=[O:25])[CH2:17][CH2:18][CH2:19][CH2:20][CH2:21][CH2:22][CH2:23]Br.C(=O)([O-])[O-].[K+].[K+], predict the reaction product. The product is: [CH3:14][O:15][C:16](=[O:25])[CH2:17][CH2:18][CH2:19][CH2:20][CH2:21][CH2:22][CH2:23][N:13]1[CH:12]=[CH:11][N:10]=[C:9]1[C:3]1[CH:4]=[CH:5][CH:6]=[CH:7][CH:8]=1. (5) The product is: [Br:1][C:2]1[CH:23]=[C:22]([CH3:24])[C:5]([O:6][C:7]2[C:12]([OH:13])=[C:11]([NH:15][CH:16]([CH2:19][CH3:20])[CH2:17][CH3:18])[CH:10]=[C:9]([CH3:21])[N:8]=2)=[C:4]([CH3:25])[CH:3]=1. Given the reactants [Br:1][C:2]1[CH:23]=[C:22]([CH3:24])[C:5]([O:6][C:7]2[C:12]([O:13]C)=[C:11]([NH:15][CH:16]([CH2:19][CH3:20])[CH2:17][CH3:18])[CH:10]=[C:9]([CH3:21])[N:8]=2)=[C:4]([CH3:25])[CH:3]=1.B(Br)(Br)Br, predict the reaction product. (6) Given the reactants [Cl:1][C:2]1[CH:3]=[CH:4][C:5]([C:32]#[N:33])=[C:6]([C:8]2[C:13]([O:14][CH3:15])=[CH:12][N:11]([CH:16]([CH2:24][C:25]3([CH2:29][CH3:30])[CH2:28][O:27][CH2:26]3)[C:17]([O:19]C(C)(C)C)=[O:18])[C:10](=[O:31])[CH:9]=2)[CH:7]=1.[OH-].[Li+], predict the reaction product. The product is: [Cl:1][C:2]1[CH:3]=[CH:4][C:5]([C:32]#[N:33])=[C:6]([C:8]2[C:13]([O:14][CH3:15])=[CH:12][N:11]([CH:16]([CH2:24][C:25]3([CH2:29][CH3:30])[CH2:28][O:27][CH2:26]3)[C:17]([OH:19])=[O:18])[C:10](=[O:31])[CH:9]=2)[CH:7]=1. (7) Given the reactants [Cl:1][C:2]1[C:3]([NH:22][C:23](=[O:31])[CH2:24][CH:25]2[CH2:30][CH2:29][CH2:28][CH2:27][CH2:26]2)=[C:4]2[C:9](=[CH:10][CH:11]=1)[N:8]=[C:7]([N:12]1[CH2:16][CH2:15][C@H:14]([NH:17][CH2:18][CH2:19][C:20]#N)[CH2:13]1)[CH:6]=[CH:5]2.[OH-:32].[K+].[OH2:34], predict the reaction product. The product is: [Cl:1][C:2]1[C:3]([NH:22][C:23](=[O:31])[CH2:24][CH:25]2[CH2:26][CH2:27][CH2:28][CH2:29][CH2:30]2)=[C:4]2[C:9](=[CH:10][CH:11]=1)[N:8]=[C:7]([N:12]1[CH2:16][CH2:15][C@H:14]([NH:17][CH2:18][CH2:19][C:20]([OH:34])=[O:32])[CH2:13]1)[CH:6]=[CH:5]2.